From a dataset of Reaction yield outcomes from USPTO patents with 853,638 reactions. Predict the reaction yield, written as a fraction of the theoretical maximum amount of product (1.0 means a 100% yield; for example, 0.34 means a 34% yield). The reactants are Cl[C:2]1[N:11]=[CH:10][C:9]2[N:8]3[CH:12]=[N:13][N:14]=[C:7]3[C@@H:6]([CH2:15][CH3:16])[N:5]([CH:17]3[CH2:21][CH2:20][CH2:19][CH2:18]3)[C:4]=2[N:3]=1.[OH-].[NH4+:23]. No catalyst specified. The product is [CH:17]1([N:5]2[C:4]3[N:3]=[C:2]([NH2:23])[N:11]=[CH:10][C:9]=3[N:8]3[CH:12]=[N:13][N:14]=[C:7]3[C@H:6]2[CH2:15][CH3:16])[CH2:21][CH2:20][CH2:19][CH2:18]1. The yield is 0.360.